This data is from Catalyst prediction with 721,799 reactions and 888 catalyst types from USPTO. The task is: Predict which catalyst facilitates the given reaction. (1) Reactant: [N+:1]([C:4]1[CH:5]=[CH:6][C:7]2[CH2:13][CH2:12][CH2:11][CH2:10][N:9]([C:14](=[O:16])[CH3:15])[C:8]=2[CH:17]=1)([O-])=O. Product: [NH2:1][C:4]1[CH:5]=[CH:6][C:7]2[CH2:13][CH2:12][CH2:11][CH2:10][N:9]([C:14](=[O:16])[CH3:15])[C:8]=2[CH:17]=1. The catalyst class is: 50. (2) Reactant: [C:1]1([C:7]2([CH3:17])[C:12](=[O:13])[N:11]([CH3:14])[C:10](=[O:15])[NH:9][C:8]2=[O:16])[CH2:6][CH2:5][CH2:4][CH2:3][CH:2]=1.CN(C=O)C.C([O-])([O-])=O.[K+].[K+].Cl[CH2:30][C:31]([NH:33][C:34]1[CH:39]=[CH:38][CH:37]=[CH:36][CH:35]=1)=[O:32]. Product: [C:1]1([C:7]2([CH3:17])[C:8](=[O:16])[N:9]([C:38]3[CH:37]=[CH:36][CH:35]=[C:34]([NH:33][C:31](=[O:32])[CH3:30])[CH:39]=3)[C:10](=[O:15])[N:11]([CH3:14])[C:12]2=[O:13])[CH2:6][CH2:5][CH2:4][CH2:3][CH:2]=1. The catalyst class is: 6. (3) Reactant: [CH3:1][O:2][C:3]([C:5]1([F:24])[C:14]([NH:15][C:16]2[CH:21]=[CH:20][C:19](I)=[CH:18][C:17]=2[F:23])=[CH:13][C:8]2=[N:9][CH2:10][N:11]([CH3:12])[C:7]2=[CH:6]1)=[O:4].[CH:25]([Sn](CCCC)(CCCC)CCCC)=[CH2:26]. Product: [CH3:1][O:2][C:3]([C:5]1([F:24])[C:14]([NH:15][C:16]2[CH:21]=[CH:20][C:19]([CH:25]=[CH2:26])=[CH:18][C:17]=2[F:23])=[CH:13][C:8]2=[N:9][CH2:10][N:11]([CH3:12])[C:7]2=[CH:6]1)=[O:4]. The catalyst class is: 12.